Predict the product of the given reaction. From a dataset of Forward reaction prediction with 1.9M reactions from USPTO patents (1976-2016). (1) Given the reactants [CH2:1]([C:3]1[CH:8]=[CH:7][C:6]([CH2:9][C:10]2[C:11](=[O:16])[NH:12][NH:13][C:14]=2[CH3:15])=[CH:5][CH:4]=1)[CH3:2].[CH2:17]([C:19]1[CH:24]=[CH:23][C:22]([CH2:25][C:26]2[C:27]([O:32][C@@H:33]3[O:50][C@H:49]([CH2:51][O:52][C:53](=[O:55])[CH3:54])[C@@H:44]([O:45][C:46](=[O:48])[CH3:47])[C@H:39]([O:40][C:41](=[O:43])[CH3:42])[C@H:34]3[O:35][C:36](=[O:38])[CH3:37])=[N:28][NH:29][C:30]=2[CH3:31])=[CH:21][CH:20]=1)[CH3:18], predict the reaction product. The product is: [CH2:17]([C:19]1[CH:24]=[CH:23][C:22]([CH2:25][C:26]2[C:27]([O:32][C@@H:33]3[O:50][C@H:49]([CH2:51][O:52][C:53](=[O:55])[CH3:54])[C@@H:44]([O:45][C:46](=[O:48])[CH3:47])[C@H:39]([O:40][C:41](=[O:43])[CH3:42])[C@H:34]3[O:35][C:36](=[O:38])[CH3:37])=[N:28][NH:29][C:30]=2[CH3:31])=[CH:21][CH:20]=1)[CH3:18].[CH2:1]([C:3]1[CH:4]=[CH:5][C:6]([CH2:9][C:10]2[C:11]([O:16][C@@H:33]3[O:50][C@H:49]([CH2:51][OH:52])[C@@H:44]([OH:45])[C@H:39]([OH:40])[C@H:34]3[OH:35])=[N:12][NH:13][C:14]=2[CH3:15])=[CH:7][CH:8]=1)[CH3:2]. (2) Given the reactants [OH-].[Na+].[CH2:3]([NH:10][C:11](=[O:19])[C:12]([CH2:17][Cl:18])([CH2:15][Cl:16])[CH2:13]Cl)[C:4]1[CH:9]=[CH:8][CH:7]=[CH:6][CH:5]=1, predict the reaction product. The product is: [CH2:3]([N:10]1[CH2:13][C:12]([CH2:17][Cl:18])([CH2:15][Cl:16])[C:11]1=[O:19])[C:4]1[CH:9]=[CH:8][CH:7]=[CH:6][CH:5]=1.